From a dataset of Catalyst prediction with 721,799 reactions and 888 catalyst types from USPTO. Predict which catalyst facilitates the given reaction. Reactant: Br[C:2]1[CH:7]=[CH:6][C:5]([F:8])=[CH:4][N:3]=1.[C:9]1([Mg]Br)[CH:14]=[CH:13][CH:12]=[CH:11][CH:10]=1. Product: [F:8][C:5]1[CH:6]=[CH:7][C:2]([C:9]2[CH:14]=[CH:13][CH:12]=[CH:11][CH:10]=2)=[N:3][CH:4]=1. The catalyst class is: 765.